The task is: Predict the reaction yield, written as a fraction of the theoretical maximum amount of product (1.0 means a 100% yield; for example, 0.34 means a 34% yield).. This data is from Reaction yield outcomes from USPTO patents with 853,638 reactions. (1) The reactants are Cl[CH2:2][C:3]1[CH:4]=[C:5]([O:12][CH3:13])[C:6]2[O:10][CH2:9][O:8][C:7]=2[CH:11]=1.[C-:14]#[N:15].[Na+].O. The catalyst is CS(C)=O. The product is [CH3:13][O:12][C:5]1[C:6]2[O:10][CH2:9][O:8][C:7]=2[CH:11]=[C:3]([CH2:2][C:14]#[N:15])[CH:4]=1. The yield is 0.450. (2) The reactants are [CH:1]([O:14][C:15]1[C:24]2[N:23]=[CH:22][CH:21]=[N:20][C:19]=2[C:18]([O:25]C)=[C:17]2[C:27](=[O:39])[N:28]([CH2:31][C:32]3[CH:37]=[CH:36][C:35]([F:38])=[CH:34][CH:33]=3)[C:29](=[O:30])[C:16]=12)(C1C=CC=CC=1)C1C=CC=CC=1.C([SiH](CC)CC)C.FC(F)(F)C(O)=O. The catalyst is C(Cl)Cl. The product is [F:38][C:35]1[CH:34]=[CH:33][C:32]([CH2:31][N:28]2[C:27](=[O:39])[C:17]3[C:16](=[C:15]([O:14][CH3:1])[C:24]4[N:23]=[CH:22][CH:21]=[N:20][C:19]=4[C:18]=3[OH:25])[C:29]2=[O:30])=[CH:37][CH:36]=1. The yield is 0.670.